Predict the reactants needed to synthesize the given product. From a dataset of Full USPTO retrosynthesis dataset with 1.9M reactions from patents (1976-2016). (1) Given the product [N:1]1[CH:6]=[CH:5][C:4]([C:7]2[N:11]3[CH2:12][CH2:13][CH2:14][N:15]([CH2:17][C:18]4[O:22][C:21]([C:23]5[CH:24]=[C:25]([CH:28]=[CH:29][CH:30]=5)[C:26]#[N:27])=[N:20][N:19]=4)[C:10]3=[N:9][N:8]=2)=[CH:3][CH:2]=1, predict the reactants needed to synthesize it. The reactants are: [N:1]1[CH:6]=[CH:5][C:4]([C:7]2[N:11]3[CH2:12][CH2:13][CH2:14][NH:15][C:10]3=[N:9][N:8]=2)=[CH:3][CH:2]=1.Cl[CH2:17][C:18]1[O:22][C:21]([C:23]2[CH:24]=[C:25]([CH:28]=[CH:29][CH:30]=2)[C:26]#[N:27])=[N:20][N:19]=1.C([O-])([O-])=O.[K+].[K+]. (2) Given the product [CH2:1]([CH3:3])[C:8]([O:2][C:1]1[CH:8]=[CH:7][CH:6]=[CH:5][C:3]=1[O:4][C:5](=[O:10])[CH2:6][CH3:7])=[O:9], predict the reactants needed to synthesize it. The reactants are: [C:1]1([C:3](=[CH:5][CH:6]=[CH:7][CH:8]=1)[OH:4])[OH:2].[OH2:9].[O-2:10].[O-2].[O-2].O=[Si]=O.O=[Si]=O.O=[Si]=O.O=[Si]=O.[Al+3].[Al+3]. (3) Given the product [Cl:1][C:2]1[CH:3]=[C:4]([C@:9]2([C:10]#[N:11])[CH2:17][C@H:15]2[CH2:14][OH:16])[CH:5]=[CH:6][C:7]=1[Cl:8], predict the reactants needed to synthesize it. The reactants are: [Cl:1][C:2]1[CH:3]=[C:4]([CH2:9][C:10]#[N:11])[CH:5]=[CH:6][C:7]=1[Cl:8].[NH2-].[Na+].[CH2:14]1[O:16][C@H:15]1[CH2:17]Cl.[Cl-].N. (4) Given the product [C:21]([NH:25][NH:26][C:4]1[C:5]2[S:10][CH:9]=[C:8]([CH3:11])[C:6]=2[N:7]=[C:2]([Cl:1])[N:3]=1)([CH3:24])([CH3:23])[CH3:22], predict the reactants needed to synthesize it. The reactants are: [Cl:1][C:2]1[N:3]=[C:4](Cl)[C:5]2[S:10][CH:9]=[C:8]([CH3:11])[C:6]=2[N:7]=1.C(N(CC)CC)C.Cl.[C:21]([NH:25][NH2:26])([CH3:24])([CH3:23])[CH3:22]. (5) Given the product [Br:1][C:2]1[CH:3]=[C:4]([CH:5]=[C:6]([OH:8])[CH:7]=1)[C:9]([O:15][CH3:13])=[O:18], predict the reactants needed to synthesize it. The reactants are: [Br:1][C:2]1[CH:3]=[C:4]([CH2:9]C(O)=O)[CH:5]=[C:6]([OH:8])[CH:7]=1.[C:13](Cl)(=[O:15])C.C[OH:18]. (6) Given the product [S:21]1[C:25]2[CH:26]=[CH:27][C:28]([C:2]3[CH:3]=[C:4]4[C:8](=[C:9]([C:11]([NH2:13])=[O:12])[CH:10]=3)[NH:7][CH:6]=[C:5]4[CH:14]3[CH2:18][CH2:17][S:16](=[O:20])(=[O:19])[CH2:15]3)=[CH:29][C:24]=2[CH:23]=[CH:22]1, predict the reactants needed to synthesize it. The reactants are: Br[C:2]1[CH:3]=[C:4]2[C:8](=[C:9]([C:11]([NH2:13])=[O:12])[CH:10]=1)[NH:7][CH:6]=[C:5]2[CH:14]1[CH2:18][CH2:17][S:16](=[O:20])(=[O:19])[CH2:15]1.[S:21]1[C:25]2[CH:26]=[CH:27][C:28](B(O)O)=[CH:29][C:24]=2[CH:23]=[CH:22]1.C(=O)([O-])[O-].[K+].[K+]. (7) Given the product [CH2:11]([O:13][C:14]([C:16]1[NH:17][C:18]2[C:23]([C:24]=1[I:2])=[CH:22][CH:21]=[C:20]([C:25]1[CH:26]=[CH:27][C:28]([C:31]([CH3:33])([CH3:32])[CH3:34])=[CH:29][CH:30]=1)[CH:19]=2)=[O:15])[CH3:12], predict the reactants needed to synthesize it. The reactants are: [Na+].[I-:2].C1C(=O)N(Cl)C(=O)C1.[CH2:11]([O:13][C:14]([C:16]1[NH:17][C:18]2[C:23]([CH:24]=1)=[CH:22][CH:21]=[C:20]([C:25]1[CH:30]=[CH:29][C:28]([C:31]([CH3:34])([CH3:33])[CH3:32])=[CH:27][CH:26]=1)[CH:19]=2)=[O:15])[CH3:12].[O-]S([O-])(=S)=O.[Na+].[Na+].